Dataset: Full USPTO retrosynthesis dataset with 1.9M reactions from patents (1976-2016). Task: Predict the reactants needed to synthesize the given product. Given the product [C:19]([O:18][C:16]([N:8]1[CH2:7][C@@H:6]([CH2:4][OH:3])[C@H:10]([CH2:11][OH:12])[CH2:9]1)=[O:17])([CH3:22])([CH3:21])[CH3:20], predict the reactants needed to synthesize it. The reactants are: C([O:3][C:4]([C@H:6]1[C@H:10]([C:11](OCC)=[O:12])[CH2:9][N:8]([C:16]([O:18][C:19]([CH3:22])([CH3:21])[CH3:20])=[O:17])[CH2:7]1)=O)C.[BH4-].[Na+].